The task is: Predict the reaction yield, written as a fraction of the theoretical maximum amount of product (1.0 means a 100% yield; for example, 0.34 means a 34% yield).. This data is from Reaction yield outcomes from USPTO patents with 853,638 reactions. (1) No catalyst specified. The product is [CH3:19][O:20][C:21]([C:23]1[CH:32]=[C:31]([NH:33][S:34]([C:37]2[CH:42]=[CH:41][C:40]([CH3:43])=[CH:39][CH:38]=2)(=[O:36])=[O:35])[C:30]2[C:25](=[C:26]([NH2:44])[CH:27]=[CH:28][CH:29]=2)[N:24]=1)=[O:22]. The reactants are COC(C1C=C(O)C2C(=C([N+]([O-])=O)C=CC=2)N=1)=O.[CH3:19][O:20][C:21]([C:23]1[CH:32]=[C:31]([NH:33][S:34]([C:37]2[CH:42]=[CH:41][C:40]([CH3:43])=[CH:39][CH:38]=2)(=[O:36])=[O:35])[C:30]2[C:25](=[C:26]([N+:44]([O-])=O)[CH:27]=[CH:28][CH:29]=2)[N:24]=1)=[O:22]. The yield is 0.730. (2) The reactants are [C:1]([C@H:5]1[CH2:10][CH2:9][C@H:8]([O:11][C:12]2[C:13]([C:24]([F:27])([F:26])[F:25])=[C:14]3[C:19](=[CH:20][CH:21]=2)[CH:18]=[C:17]([CH:22]=O)[CH:16]=[CH:15]3)[CH2:7][CH2:6]1)([CH3:4])([CH3:3])[CH3:2].[NH:28]1[CH2:31][CH:30]([C:32]([O:34][CH3:35])=[O:33])[CH2:29]1.[BH3-]C#N.[Na+]. The catalyst is C(O)C. The product is [C:1]([C@H:5]1[CH2:10][CH2:9][C@H:8]([O:11][C:12]2[C:13]([C:24]([F:25])([F:26])[F:27])=[C:14]3[C:19](=[CH:20][CH:21]=2)[CH:18]=[C:17]([CH2:22][N:28]2[CH2:31][CH:30]([C:32]([O:34][CH3:35])=[O:33])[CH2:29]2)[CH:16]=[CH:15]3)[CH2:7][CH2:6]1)([CH3:4])([CH3:2])[CH3:3]. The yield is 0.400. (3) The yield is 0.960. The catalyst is CO. The product is [Cl:28][C:25]1[CH:24]=[CH:23][C:22](/[CH:21]=[CH:20]/[C:11]2[C:12]3[C:17](=[CH:16][CH:15]=[CH:14][CH:13]=3)[CH:18]=[CH:19][C:10]=2[C:8]([NH:7][C:4]([CH3:6])([CH3:5])[C:3]([OH:29])=[O:2])=[O:9])=[CH:27][CH:26]=1. The reactants are C[O:2][C:3](=[O:29])[C:4]([NH:7][C:8]([C:10]1[CH:19]=[CH:18][C:17]2[C:12](=[CH:13][CH:14]=[CH:15][CH:16]=2)[C:11]=1/[CH:20]=[CH:21]/[C:22]1[CH:27]=[CH:26][C:25]([Cl:28])=[CH:24][CH:23]=1)=[O:9])([CH3:6])[CH3:5].O.O[Li].O.